From a dataset of Catalyst prediction with 721,799 reactions and 888 catalyst types from USPTO. Predict which catalyst facilitates the given reaction. Reactant: [C:1]1([N:7]([C:17]2[CH:22]=[CH:21][CH:20]=[CH:19][CH:18]=2)[C:8]2[C:13]([OH:14])=[C:12]([CH:15]=O)[CH:11]=[CH:10][N:9]=2)[CH:6]=[CH:5][CH:4]=[CH:3][CH:2]=1.C(O)C(F)(F)F.[Cl:29][C:30]1[CH:31]=[C:32]([CH:34]=[CH:35][C:36]=1[F:37])[NH2:33]. Product: [Cl:29][C:30]1[CH:31]=[C:32]([N:33]=[CH:15][C:12]2[CH:11]=[CH:10][N:9]=[C:8]([N:7]([C:17]3[CH:22]=[CH:21][CH:20]=[CH:19][CH:18]=3)[C:1]3[CH:6]=[CH:5][CH:4]=[CH:3][CH:2]=3)[C:13]=2[OH:14])[CH:34]=[CH:35][C:36]=1[F:37]. The catalyst class is: 10.